From a dataset of Forward reaction prediction with 1.9M reactions from USPTO patents (1976-2016). Predict the product of the given reaction. (1) Given the reactants [NH2:1][C:2]1[CH:7]=[CH:6][CH:5]=[CH:4][C:3]=1[NH:8][C:9]([NH:11][C:12]1[CH:17]=[CH:16][CH:15]=[CH:14][CH:13]=1)=[O:10].C(N(CC)CC)C.[CH3:25][O:26][C:27]1[CH:32]=[CH:31][C:30]([S:33](Cl)(=[O:35])=[O:34])=[CH:29][CH:28]=1, predict the reaction product. The product is: [CH3:25][O:26][C:27]1[CH:28]=[CH:29][C:30]([S:33]([NH:1][C:2]2[CH:7]=[CH:6][CH:5]=[CH:4][C:3]=2[NH:8][C:9]([NH:11][C:12]2[CH:17]=[CH:16][CH:15]=[CH:14][CH:13]=2)=[O:10])(=[O:35])=[O:34])=[CH:31][CH:32]=1. (2) Given the reactants Cl[C:2]1[N:10]=[C:9](Cl)[CH:8]=[CH:7][C:3]=1[C:4]([NH2:6])=[O:5].[NH2:12][C:13]1[CH:18]=[CH:17][C:16]([C:19]([N:21]2[CH2:26][CH2:25][O:24][CH2:23][CH2:22]2)=[O:20])=[CH:15][CH:14]=1.[NH:27]1[CH2:32][CH2:31][CH2:30][C@@H:29]([NH:33][C:34](=[O:40])OC(C)(C)C)[CH2:28]1.[C:41](O)(=O)[CH:42]=C, predict the reaction product. The product is: [C:34]([NH:33][C@@H:29]1[CH2:30][CH2:31][CH2:32][N:27]([C:9]2[CH:8]=[CH:7][C:3]([C:4]([NH2:6])=[O:5])=[C:2]([NH:12][C:13]3[CH:14]=[CH:15][C:16]([C:19]([N:21]4[CH2:22][CH2:23][O:24][CH2:25][CH2:26]4)=[O:20])=[CH:17][CH:18]=3)[N:10]=2)[CH2:28]1)(=[O:40])[CH:41]=[CH2:42]. (3) Given the reactants CC(OI1(OC(C)=O)(OC(C)=O)OC(=O)C2C=CC=CC1=2)=O.[CH:23]1[C:35]2[CH:34]([CH2:36][O:37][C:38]([N:40]3[CH2:46][CH2:45][CH2:44][CH:43]([C:47]([O:49][C:50]([CH3:53])([CH3:52])[CH3:51])=[O:48])[CH:42]([OH:54])[CH:41]3[NH2:55])=[O:39])[C:33]3[C:28](=[CH:29][CH:30]=[CH:31][CH:32]=3)[C:27]=2[CH:26]=[CH:25][CH:24]=1, predict the reaction product. The product is: [CH:32]1[C:33]2[CH:34]([CH2:36][O:37][C:38]([N:40]3[CH2:46][CH2:45][CH2:44][CH:43]([C:47]([O:49][C:50]([CH3:51])([CH3:53])[CH3:52])=[O:48])[C:42](=[O:54])[CH:41]3[NH2:55])=[O:39])[C:35]3[C:27](=[CH:26][CH:25]=[CH:24][CH:23]=3)[C:28]=2[CH:29]=[CH:30][CH:31]=1. (4) Given the reactants [C:1]([O:4][C@@H:5]1[C@@H:10]([CH2:11][O:12][C:13](=[O:15])[CH3:14])[O:9][C@H:8]([C:16]2[CH:17]=[C:18]([CH:23]=[CH:24][CH:25]=2)[C:19]([O:21]C)=[O:20])[C@@H:7]([OH:26])[C@H:6]1[OH:27])(=[O:3])[CH3:2].CO[Na].[OH-].[Na+], predict the reaction product. The product is: [C:1]([O:4][C@@H:5]1[C@@H:10]([CH2:11][O:12][C:13](=[O:15])[CH3:14])[O:9][C@H:8]([C:16]2[CH:17]=[C:18]([CH:23]=[CH:24][CH:25]=2)[C:19]([OH:21])=[O:20])[C@@H:7]([OH:26])[C@H:6]1[OH:27])(=[O:3])[CH3:2]. (5) Given the reactants [F:1][C:2]1[CH:7]=[CH:6][C:5]([CH:8]([OH:30])[CH:9]([CH2:15][C:16]2[CH:21]=[CH:20][CH:19]=[C:18]([O:22][CH2:23][C:24]([F:29])([F:28])[CH:25]([F:27])[F:26])[CH:17]=2)[C:10]([O:12]CC)=[O:11])=[CH:4][CH:3]=1.[OH-].[Na+].Cl, predict the reaction product. The product is: [F:1][C:2]1[CH:7]=[CH:6][C:5]([CH:8]([OH:30])[CH:9]([CH2:15][C:16]2[CH:21]=[CH:20][CH:19]=[C:18]([O:22][CH2:23][C:24]([F:29])([F:28])[CH:25]([F:27])[F:26])[CH:17]=2)[C:10]([OH:12])=[O:11])=[CH:4][CH:3]=1. (6) Given the reactants [H-].[Al+3].[Li+].[H-].[H-].[H-].[CH2:7]([O:14][C:15](=[O:31])[NH:16][C@H:17]([C:25](=[O:30])N(OC)C)[CH2:18][C:19]1[CH:24]=[CH:23][CH:22]=[CH:21][CH:20]=1)[C:8]1[CH:13]=[CH:12][CH:11]=[CH:10][CH:9]=1, predict the reaction product. The product is: [CH2:7]([O:14][C:15](=[O:31])[NH:16][C@@H:17]([CH2:18][C:19]1[CH:24]=[CH:23][CH:22]=[CH:21][CH:20]=1)[CH:25]=[O:30])[C:8]1[CH:9]=[CH:10][CH:11]=[CH:12][CH:13]=1. (7) Given the reactants Cl[C:2]1[C:7]([CH:8]=O)=[C:6]([Cl:10])[N:5]=[C:4]([S:11][CH3:12])[N:3]=1.C(O)(=O)C(O)=O.[CH2:19]([NH:21][NH2:22])[CH3:20], predict the reaction product. The product is: [Cl:10][C:6]1[N:5]=[C:4]([S:11][CH3:12])[N:3]=[C:2]2[N:21]([CH2:19][CH3:20])[N:22]=[CH:8][C:7]=12. (8) Given the reactants [OH:1][C@@H:2]([C@H:4]1[C:40](=[O:41])[N:6]2[C:7]([C:27]([O:29][CH2:30][C:31]3[CH:36]=[CH:35][C:34]([N+:37]([O-:39])=[O:38])=[CH:33][CH:32]=3)=[O:28])=[C:8]([C:11]3[S:15][C:14]4=[C:16]([C:19]([C:21]5[CH:22]=[N:23][CH:24]=[CH:25][CH:26]=5)=[O:20])[N:17]=[CH:18][N:13]4[CH:12]=3)[C@H:9]([CH3:10])[C@H:5]12)[CH3:3].[F:42][C:43]([F:50])([F:49])[S:44]([O:47]C)(=[O:46])=[O:45], predict the reaction product. The product is: [F:42][C:43]([F:50])([F:49])[S:44]([O-:47])(=[O:46])=[O:45].[OH:1][C@@H:2]([C@H:4]1[C:40](=[O:41])[N:6]2[C:7]([C:27]([O:29][CH2:30][C:31]3[CH:32]=[CH:33][C:34]([N+:37]([O-:39])=[O:38])=[CH:35][CH:36]=3)=[O:28])=[C:8]([C:11]3[S:15][C:14]4=[C:16]([C:19]([C:21]5[CH:22]=[N+:23]([CH3:43])[CH:24]=[CH:25][CH:26]=5)=[O:20])[N:17]=[CH:18][N:13]4[CH:12]=3)[C@H:9]([CH3:10])[C@H:5]12)[CH3:3]. (9) The product is: [C:28]1([S:34]([CH2:37][C:38]2[C:43]([C:44]([O:46][CH3:1])=[O:45])=[C:42]([O:47][CH2:54][CH2:55][N:56]([C:57]([O:58][C:59]([CH3:62])([CH3:61])[CH3:60])=[O:63])[CH3:64])[C:41]([C:48]3[CH:52]=[CH:51][O:50][CH:49]=3)=[CH:40][CH:39]=2)(=[O:36])=[O:35])[CH:29]=[CH:30][CH:31]=[CH:32][CH:33]=1. Given the reactants [CH2:1](P(CCCC)CCCC)CCC.N(C(OC(C)C)=O)=NC(OC(C)C)=O.[C:28]1([S:34]([CH2:37][C:38]2[C:43]([C:44]([OH:46])=[O:45])=[C:42]([OH:47])[C:41]([C:48]3[CH:52]=[CH:51][O:50][CH:49]=3)=[CH:40][CH:39]=2)(=[O:36])=[O:35])[CH:33]=[CH:32][CH:31]=[CH:30][CH:29]=1.O[CH2:54][CH2:55][N:56]([CH3:64])[C:57](=[O:63])[O:58][C:59]([CH3:62])([CH3:61])[CH3:60], predict the reaction product.